Dataset: NCI-60 drug combinations with 297,098 pairs across 59 cell lines. Task: Regression. Given two drug SMILES strings and cell line genomic features, predict the synergy score measuring deviation from expected non-interaction effect. (1) Drug 1: C1=CC(=C2C(=C1NCCNCCO)C(=O)C3=C(C=CC(=C3C2=O)O)O)NCCNCCO. Drug 2: CC1=C(C(=CC=C1)Cl)NC(=O)C2=CN=C(S2)NC3=CC(=NC(=N3)C)N4CCN(CC4)CCO. Cell line: CAKI-1. Synergy scores: CSS=77.5, Synergy_ZIP=2.59, Synergy_Bliss=2.34, Synergy_Loewe=7.98, Synergy_HSA=10.4. (2) Drug 1: C1=CN(C(=O)N=C1N)C2C(C(C(O2)CO)O)O.Cl. Drug 2: CC12CCC3C(C1CCC2O)C(CC4=C3C=CC(=C4)O)CCCCCCCCCS(=O)CCCC(C(F)(F)F)(F)F. Cell line: UACC-257. Synergy scores: CSS=7.32, Synergy_ZIP=-1.29, Synergy_Bliss=-1.58, Synergy_Loewe=-13.9, Synergy_HSA=-2.51. (3) Drug 1: C1C(C(OC1N2C=NC3=C(N=C(N=C32)Cl)N)CO)O. Drug 2: CC1=C(C=C(C=C1)NC(=O)C2=CC=C(C=C2)CN3CCN(CC3)C)NC4=NC=CC(=N4)C5=CN=CC=C5. Cell line: UACC-257. Synergy scores: CSS=19.9, Synergy_ZIP=-1.31, Synergy_Bliss=0.813, Synergy_Loewe=-25.2, Synergy_HSA=1.06.